Dataset: Full USPTO retrosynthesis dataset with 1.9M reactions from patents (1976-2016). Task: Predict the reactants needed to synthesize the given product. (1) Given the product [CH2:1]([CH:3]([CH2:31][CH2:32][CH2:33][CH3:34])[CH2:4][N:5]1[C:17]2[C:12](=[CH:13][C:14]([C:22](=[O:23])[C:24]3[CH:25]=[CH:26][C:27]([F:30])=[CH:28][CH:29]=3)=[C:15]3[CH:21]=[CH:20][CH:19]=[CH:18][C:16]3=2)[C:11]2[C:6]1=[CH:7][CH:8]=[C:9]([C:42]([C:41]1[C:40]([CH3:39])=[CH:48][C:47]([CH3:49])=[CH:46][C:45]=1[CH3:50])=[O:43])[CH:10]=2)[CH3:2], predict the reactants needed to synthesize it. The reactants are: [CH2:1]([CH:3]([CH2:31][CH2:32][CH2:33][CH3:34])[CH2:4][N:5]1[C:17]2[C:12](=[CH:13][C:14]([C:22]([C:24]3[CH:29]=[CH:28][C:27]([F:30])=[CH:26][CH:25]=3)=[O:23])=[C:15]3[CH:21]=[CH:20][CH:19]=[CH:18][C:16]3=2)[C:11]2[C:6]1=[CH:7][CH:8]=[CH:9][CH:10]=2)[CH3:2].[Al+3].[Cl-].[Cl-].[Cl-].[CH3:39][C:40]1[CH:48]=[C:47]([CH3:49])[CH:46]=[C:45]([CH3:50])[C:41]=1[C:42](Cl)=[O:43]. (2) Given the product [Br:1][C:2]1[CH:3]=[CH:4][C:5]([Cl:11])=[C:6]([CH:10]=1)[C:7]([Cl:14])=[O:8], predict the reactants needed to synthesize it. The reactants are: [Br:1][C:2]1[CH:3]=[CH:4][C:5]([Cl:11])=[C:6]([CH:10]=1)[C:7](O)=[O:8].S(Cl)([Cl:14])=O.C1(C)C=CC=CC=1. (3) The reactants are: [C:1]([N:5]1[CH2:9][C@@H:8]([C:10]2[CH:15]=[CH:14][CH:13]=[CH:12][CH:11]=2)[N:7]([CH:16]2[CH2:21][CH2:20][NH:19][CH2:18][CH2:17]2)[C:6]1=[O:22])([CH3:4])([CH3:3])[CH3:2].CCN(C(C)C)C(C)C.[CH3:32][O:33][C:34](=[O:50])[C:35]1[CH:40]=[CH:39][C:38]([S:41][C:42]2[CH:47]=[CH:46][C:45]([CH2:48]Br)=[CH:44][N:43]=2)=[CH:37][CH:36]=1. Given the product [CH3:32][O:33][C:34](=[O:50])[C:35]1[CH:40]=[CH:39][C:38]([S:41][C:42]2[CH:47]=[CH:46][C:45]([CH2:48][N:19]3[CH2:20][CH2:21][CH:16]([N:7]4[C@H:8]([C:10]5[CH:15]=[CH:14][CH:13]=[CH:12][CH:11]=5)[CH2:9][N:5]([C:1]([CH3:4])([CH3:2])[CH3:3])[C:6]4=[O:22])[CH2:17][CH2:18]3)=[CH:44][N:43]=2)=[CH:37][CH:36]=1, predict the reactants needed to synthesize it. (4) The reactants are: Cl[CH2:2][C:3]([NH:5][C:6]1[CH:7]=[C:8]2[C:13](=[CH:14][CH:15]=1)[CH:12]=[N:11][CH:10]=[CH:9]2)=[O:4].[NH:16]1[CH2:21][CH2:20][O:19][CH2:18][CH2:17]1. Given the product [NH3:5].[CH:12]1[C:13]2[C:8](=[CH:7][C:6]([NH:5][C:3](=[O:4])[CH2:2][N:16]3[CH2:21][CH2:20][O:19][CH2:18][CH2:17]3)=[CH:15][CH:14]=2)[CH:9]=[CH:10][N:11]=1, predict the reactants needed to synthesize it. (5) Given the product [F:11][C:12]1[CH:17]=[CH:16][CH:15]=[C:14]([F:18])[C:13]=1[C:3]1[CH:8]=[CH:7][N:6]=[CH:5][CH:4]=1, predict the reactants needed to synthesize it. The reactants are: Cl.Br[C:3]1[CH:8]=[CH:7][N:6]=[CH:5][CH:4]=1.[OH-].[Na+].[F:11][C:12]1[CH:17]=[CH:16][CH:15]=[C:14]([F:18])[C:13]=1B(O)O.[F-].[K+].C(P(C(C)(C)C)C(C)(C)C)(C)(C)C. (6) Given the product [F:1][CH:2]([F:6])[C:3]1[NH:4][C:14]([OH:15])=[C:9]([F:8])[C:10](=[O:11])[N:5]=1, predict the reactants needed to synthesize it. The reactants are: [F:1][CH:2]([F:6])[C:3](=[NH:5])[NH2:4].Cl.[F:8][CH:9]([C:14](OC)=[O:15])[C:10](OC)=[O:11]. (7) Given the product [NH2:15][C@@:8]([C:6]1[CH:7]=[C:2]([Br:1])[CH:3]=[CH:4][C:5]=1[F:22])([CH3:14])[CH2:9][C:10]1([OH:13])[CH2:12][CH2:11]1, predict the reactants needed to synthesize it. The reactants are: [Br:1][C:2]1[CH:3]=[CH:4][C:5]([F:22])=[C:6]([C@:8]([NH:15][S@@](C(C)(C)C)=O)([CH3:14])[CH2:9][C:10]2([OH:13])[CH2:12][CH2:11]2)[CH:7]=1.Cl. (8) Given the product [F:16][C:17]1[CH:22]=[C:21]([C:2]2[CH:15]=[CH:14][CH:13]=[CH:12][C:3]=2[O:4][C:5]2[CH:10]=[CH:9][N:8]=[C:7]([CH3:11])[N:6]=2)[CH:20]=[CH:19][C:18]=1[C:32]1[CH:37]=[N:36][C:35]([NH2:38])=[N:34][CH:33]=1, predict the reactants needed to synthesize it. The reactants are: Br[C:2]1[CH:15]=[CH:14][CH:13]=[CH:12][C:3]=1[O:4][C:5]1[CH:10]=[CH:9][N:8]=[C:7]([CH3:11])[N:6]=1.[F:16][C:17]1[CH:22]=[C:21](B2OC(C)(C)C(C)(C)O2)[CH:20]=[CH:19][C:18]=1[C:32]1[CH:33]=[N:34][C:35]([NH2:38])=[N:36][CH:37]=1. (9) Given the product [OH:18][C:14]1[CH:13]=[C:12]([CH:17]=[CH:16][CH:15]=1)[CH2:11][N:9]([CH3:10])[C:7]([C:5]1[S:6][C:2]([C:25]2[CH:24]=[CH:23][CH:22]=[C:21]([O:20][CH3:19])[CH:26]=2)=[CH:3][CH:4]=1)=[O:8], predict the reactants needed to synthesize it. The reactants are: Br[C:2]1[S:6][C:5]([C:7]([N:9]([CH2:11][C:12]2[CH:17]=[CH:16][CH:15]=[C:14]([OH:18])[CH:13]=2)[CH3:10])=[O:8])=[CH:4][CH:3]=1.[CH3:19][O:20][C:21]1[CH:22]=[C:23](B(O)O)[CH:24]=[CH:25][CH:26]=1.